Dataset: Full USPTO retrosynthesis dataset with 1.9M reactions from patents (1976-2016). Task: Predict the reactants needed to synthesize the given product. Given the product [CH2:1]([O:3][C:4]1[CH:5]=[C:6]2[C:11](=[C:12]3[CH2:16][C:15]([CH3:18])([CH3:17])[O:14][C:13]=13)[C:10]([C:19]1[CH:24]=[CH:23][C:22](/[CH:25]=[CH:26]/[C:27]([OH:29])=[O:28])=[C:21]([NH:31][C:32]([C:34]3[CH:39]=[CH:38][CH:37]=[CH:36][N:35]=3)=[O:33])[CH:20]=1)=[N:9][C:8]([CH3:40])([CH3:41])[CH2:7]2)[CH3:2], predict the reactants needed to synthesize it. The reactants are: [CH2:1]([O:3][C:4]1[CH:5]=[C:6]2[C:11](=[C:12]3[CH2:16][C:15]([CH3:18])([CH3:17])[O:14][C:13]=13)[C:10]([C:19]1[CH:24]=[CH:23][C:22](/[CH:25]=[CH:26]/[C:27]([O:29]C)=[O:28])=[C:21]([NH:31][C:32]([C:34]3[CH:39]=[CH:38][CH:37]=[CH:36][N:35]=3)=[O:33])[CH:20]=1)=[N:9][C:8]([CH3:41])([CH3:40])[CH2:7]2)[CH3:2].[OH-].[Na+].Cl.